Predict the reactants needed to synthesize the given product. From a dataset of Full USPTO retrosynthesis dataset with 1.9M reactions from patents (1976-2016). Given the product [Cl:21][C:2]1[C:11]2[CH:12]=[CH:13][S:14][C:10]=2[C:9]2[CH:8]=[CH:7][C:6]([C:15]([O:17][CH3:18])=[O:16])=[CH:5][C:4]=2[N:3]=1, predict the reactants needed to synthesize it. The reactants are: O=[C:2]1[C:11]2[CH:12]=[CH:13][S:14][C:10]=2[C:9]2[CH:8]=[CH:7][C:6]([C:15]([O:17][CH3:18])=[O:16])=[CH:5][C:4]=2[NH:3]1.O=P(Cl)(Cl)[Cl:21].CCN(C(C)C)C(C)C.O.